Dataset: Retrosynthesis with 50K atom-mapped reactions and 10 reaction types from USPTO. Task: Predict the reactants needed to synthesize the given product. (1) Given the product CC(C)(CNC(=O)c1cncc(-c2noc(C(F)(F)F)n2)c1)c1nc(-c2ccc(F)cc2)n[nH]1, predict the reactants needed to synthesize it. The reactants are: CC(C)(CN)c1nc(-c2ccc(F)cc2)n[nH]1.O=C(O)c1cncc(-c2noc(C(F)(F)F)n2)c1. (2) Given the product CCCC(C(=O)OC)c1c(C)nc(-c2ccccc2)nc1-c1ccc2cc[nH]c2c1, predict the reactants needed to synthesize it. The reactants are: CCCC(C(=O)OC)c1c(C)nc(-c2ccccc2)nc1Cl.OB(O)c1ccc2cc[nH]c2c1. (3) Given the product CCn1nc(C)cc1C(=O)Nc1cccc(C(=O)c2ccc3c(c2)NC(=O)C3=CNc2ccc(N3CCOCC3)cc2)c1, predict the reactants needed to synthesize it. The reactants are: CCn1nc(C)cc1C(=O)Nc1cccc(C(=O)c2ccc3c(c2)NC(=O)C3=CO)c1.Nc1ccc(N2CCOCC2)cc1. (4) Given the product Cc1ccc(S(=O)(=O)N2[C@@H](CCCO)CC[C@@H]2c2ccc(F)cc2)cc1, predict the reactants needed to synthesize it. The reactants are: COC(=O)CC[C@H]1CC[C@@H](c2ccc(F)cc2)N1S(=O)(=O)c1ccc(C)cc1. (5) The reactants are: Cc1cc([N+](=O)[O-])ccc1Oc1ccc(CO)nc1.O=C(OO)c1cccc(Cl)c1. Given the product Cc1cc([N+](=O)[O-])ccc1Oc1ccc(CO)[n+]([O-])c1, predict the reactants needed to synthesize it. (6) Given the product Cc1nnn(-c2ccc(-c3ccc(C4(C(=O)O)CC4)cc3)cc2)c1NC(=O)O[C@H](C)c1ccccc1, predict the reactants needed to synthesize it. The reactants are: COC(=O)C1(c2ccc(-c3ccc(-n4nnc(C)c4NC(=O)O[C@H](C)c4ccccc4)cc3)cc2)CC1. (7) Given the product CCN(CC)CCN1CCc2[nH]c(C=C3C(=O)Nc4c(NC=O)cc(F)cc43)c(C)c2C1=O, predict the reactants needed to synthesize it. The reactants are: CCN(CC)CCN1CCc2[nH]c(C=O)c(C)c2C1=O.O=CNc1cc(F)cc2c1NC(=O)C2. (8) Given the product COC(=O)N1C(c2ccccc2)SC[C@H]1C(=O)O, predict the reactants needed to synthesize it. The reactants are: COC(=O)Cl.O=C(O)[C@@H]1CSC(c2ccccc2)N1.